From a dataset of Forward reaction prediction with 1.9M reactions from USPTO patents (1976-2016). Predict the product of the given reaction. (1) Given the reactants [CH3:1][C:2]1[O:6]N=C(C)[C:3]=1C1C=NC2C3C=CC(C(O)(C)C)=CC=3N(C(C3CCOCC3)C3C=CC=CC=3)C=2C=1.[CH3:38][N:39]1[C:43]([C:44]2[CH:56]=[N:55][C:54]3[C:53]4[CH:52]=[CH:51][C:50]([CH2:57]C(OCC)=O)=[CH:49][C:48]=4[NH:47][C:46]=3[CH:45]=2)=[C:42]([CH3:63])[N:41]=[N:40]1.[C:64]1([C@@H:70]([CH:72]2[CH2:77][CH2:76][O:75][CH2:74][CH2:73]2)O)[CH:69]=[CH:68][CH:67]=[CH:66][CH:65]=1, predict the reaction product. The product is: [CH3:63][C:42]1[N:41]=[N:40][N:39]([CH3:38])[C:43]=1[C:44]1[CH:56]=[N:55][C:54]2[C:53]3[CH:52]=[CH:51][C:50]([CH2:57][C:2]([CH3:3])([OH:6])[CH3:1])=[CH:49][C:48]=3[N:47]([C@@H:70]([CH:72]3[CH2:77][CH2:76][O:75][CH2:74][CH2:73]3)[C:64]3[CH:69]=[CH:68][CH:67]=[CH:66][CH:65]=3)[C:46]=2[CH:45]=1. (2) Given the reactants NC1C=[C:4]([C:9]([C:18]2[CH:23]=[CH:22][C:21]([OH:24])=[C:20]([NH2:25])[CH:19]=2)([C:14](F)(F)F)[C:10](F)(F)F)[CH:5]=[CH:6]C=1O.C[N:27]1[CH2:31][CH2:30][CH2:29][C:28]1=[O:32].[CH:33]12C[CH:36]([CH:37]=[CH:38]1)[CH:35]1[C:40]([O:42][C:43](=[O:44])[CH:34]21)=[O:41].C1(C)C=CC=CC=1.[CH3:52][OH:53].[OH2:54], predict the reaction product. The product is: [CH3:14][C:9]1([CH3:10])[C:18]2[CH:19]=[C:20]([NH2:25])[CH:21]=[CH:22][C:23]=2[C:5]([C:28]2[CH:29]=[CH:30][C:31]([NH2:27])=[CH:34][CH:33]=2)([CH3:6])[CH2:4]1.[CH:18]1[C:29]([C:28]([C:37]2[CH:38]=[CH:33][C:34]3[C:43]([O:42][C:40](=[O:41])[C:35]=3[CH:36]=2)=[O:44])=[O:32])=[CH:30][C:31]2[C:52]([O:54][C:21](=[O:24])[C:22]=2[CH:23]=1)=[O:53]. (3) Given the reactants [F:1][C:2]1[CH:7]=[CH:6][C:5]([S:8]([NH:11][C@@H:12]([C:16]([OH:18])=[O:17])[CH:13]([CH3:15])[CH3:14])(=[O:10])=[O:9])=[CH:4][CH:3]=1.[CH3:19][C:20](=[CH2:22])[CH3:21].OS(O)(=O)=O, predict the reaction product. The product is: [F:1][C:2]1[CH:3]=[CH:4][C:5]([S:8]([NH:11][C@@H:12]([C:16]([O:18][C:20]([CH3:22])([CH3:21])[CH3:19])=[O:17])[CH:13]([CH3:15])[CH3:14])(=[O:9])=[O:10])=[CH:6][CH:7]=1.